This data is from Forward reaction prediction with 1.9M reactions from USPTO patents (1976-2016). The task is: Predict the product of the given reaction. (1) Given the reactants [CH2:1]([O:3][C:4]([C:6]1[NH:7][C:8]2[C:13]([CH:14]=1)=[CH:12][C:11]([O:15][CH2:16][C:17]1[CH:22]=[CH:21][CH:20]=[CH:19][CH:18]=1)=[C:10]([NH:23]C=O)[CH:9]=2)=[O:5])[CH3:2].Cl, predict the reaction product. The product is: [CH2:1]([O:3][C:4]([C:6]1[NH:7][C:8]2[C:13]([CH:14]=1)=[CH:12][C:11]([O:15][CH2:16][C:17]1[CH:18]=[CH:19][CH:20]=[CH:21][CH:22]=1)=[C:10]([NH2:23])[CH:9]=2)=[O:5])[CH3:2]. (2) Given the reactants [F:1][C:2]1[CH:20]=[CH:19][C:5]([O:6][C:7]2[CH:8]=[CH:9][C:10]3[N:14]=[C:13]([CH2:15][OH:16])[N:12]([CH3:17])[C:11]=3[CH:18]=2)=[CH:4][CH:3]=1.O[C:22]1[CH:23]=[C:24]([CH:29]=[CH:30][CH:31]=1)[C:25]([O:27][CH3:28])=[O:26].C(P(CCCC)CCCC)CCC.N(C(N1CCCCC1)=O)=NC(N1CCCCC1)=O, predict the reaction product. The product is: [F:1][C:2]1[CH:20]=[CH:19][C:5]([O:6][C:7]2[CH:8]=[CH:9][C:10]3[N:14]=[C:13]([CH2:15][O:16][C:22]4[CH:23]=[C:24]([CH:29]=[CH:30][CH:31]=4)[C:25]([O:27][CH3:28])=[O:26])[N:12]([CH3:17])[C:11]=3[CH:18]=2)=[CH:4][CH:3]=1. (3) Given the reactants [CH3:1][O:2][C:3]1[CH:8]=[C:7]([C:9]([F:12])([F:11])[F:10])[CH:6]=[CH:5][C:4]=1B(O)O.Cl.Br[C:18]1[CH:23]=[CH:22][N:21]=[CH:20][C:19]=1[CH3:24].C([O-])(O)=O.[Na+].O, predict the reaction product. The product is: [CH3:1][O:2][C:3]1[CH:8]=[C:7]([C:9]([F:12])([F:11])[F:10])[CH:6]=[CH:5][C:4]=1[C:18]1[CH:23]=[CH:22][N:21]=[CH:20][C:19]=1[CH3:24].